From a dataset of Full USPTO retrosynthesis dataset with 1.9M reactions from patents (1976-2016). Predict the reactants needed to synthesize the given product. (1) Given the product [C:12]([CH2:11][CH:10]([S:15]([OH:18])(=[O:16])=[O:17])[CH2:9][NH:8][C:6](=[O:7])/[CH:27]=[CH:28]\[C:29]([OH:31])=[O:30])([OH:14])=[O:13], predict the reactants needed to synthesize it. The reactants are: C(O[C:6]([NH:8][CH2:9][CH:10]([S:15]([OH:18])(=[O:17])=[O:16])[CH2:11][C:12]([OH:14])=[O:13])=[O:7])(C)(C)C.Cl.O1CCOCC1.C1(=O)[O:31][C:29](=[O:30])[CH:28]=[CH:27]1. (2) Given the product [Cl:22][C:16]1[C:17]([Cl:21])=[CH:18][CH:19]=[CH:20][C:15]=1[CH:12]1[CH2:13][NH:14][C:23](=[O:24])[C@H:9]([N:8]([C:33]([O:35][C:36]([CH3:39])([CH3:37])[CH3:38])=[O:34])[C:6]([O:5][C:1]([CH3:2])([CH3:3])[CH3:4])=[O:7])[CH2:10][CH2:11]1, predict the reactants needed to synthesize it. The reactants are: [C:1]([O:5][C:6]([N:8]([C:33]([O:35][C:36]([CH3:39])([CH3:38])[CH3:37])=[O:34])[C@@H:9]([C:23](OCC1C=CC=CC=1)=[O:24])[CH2:10][CH2:11][CH:12]([C:15]1[CH:20]=[CH:19][CH:18]=[C:17]([Cl:21])[C:16]=1[Cl:22])[CH2:13][NH2:14])=[O:7])([CH3:4])([CH3:3])[CH3:2].[OH-].[Na+].Cl.C(Cl)CCl.C1C=NC2N(O)N=NC=2C=1.C(N(CC)CC)C.C([O-])(O)=O.[Na+]. (3) Given the product [NH2:1][C:2]1[C:3]([C:7]2[N:8]([CH2:25][CH3:26])[C:9]3[CH:14]=[C:13]([CH2:15][N:16]([CH3:17])[C:34](=[O:35])[CH3:33])[N:12]=[C:11]([C:18]#[C:19][C:28]([OH:30])([CH3:27])[CH3:38])[C:10]=3[N:24]=2)=[N:4][O:5][N:6]=1, predict the reactants needed to synthesize it. The reactants are: [NH2:1][C:2]1[C:3]([C:7]2[N:8]([CH2:25][CH3:26])[C:9]3[CH:14]=[C:13]([CH2:15][NH:16][CH3:17])[N:12]=[C:11]([C:18]#[C:19]C(C)(O)C)[C:10]=3[N:24]=2)=[N:4][O:5][N:6]=1.[CH3:27][C:28]([OH:30])=O.CN1CC[O:35][CH2:34][CH2:33]1.[CH3:38]CN=C=NCCCN(C)C.Cl. (4) Given the product [NH3:6].[Cl:1][C:2]1[CH:20]=[CH:19][C:5]([NH:6][C:7](=[O:18])[C:8]2[CH:13]=[CH:12][CH:11]=[C:10]([OH:14])[C:9]=2[NH:15][CH2:7][CH:8]2[CH2:13][CH2:12][N:23]([CH:2]([CH3:20])[CH3:3])[CH2:10][CH2:9]2)=[CH:4][CH:3]=1, predict the reactants needed to synthesize it. The reactants are: [Cl:1][C:2]1[CH:20]=[CH:19][C:5]([NH:6][C:7](=[O:18])[C:8]2[CH:13]=[CH:12][CH:11]=[C:10]([OH:14])[C:9]=2[N+:15]([O-])=O)=[CH:4][CH:3]=1.O.[Cl-].[NH4+:23]. (5) Given the product [O:11]1[C:15]2[CH:16]=[CH:17][C:18]([C:2]3[CH:8]=[C:7]([F:9])[C:5]([NH2:6])=[C:4]([Cl:10])[CH:3]=3)=[CH:19][C:14]=2[O:13][CH2:12]1, predict the reactants needed to synthesize it. The reactants are: Br[C:2]1[CH:8]=[C:7]([F:9])[C:5]([NH2:6])=[C:4]([Cl:10])[CH:3]=1.[O:11]1[C:15]2[CH:16]=[CH:17][C:18](B(O)O)=[CH:19][C:14]=2[O:13][CH2:12]1.